From a dataset of Full USPTO retrosynthesis dataset with 1.9M reactions from patents (1976-2016). Predict the reactants needed to synthesize the given product. Given the product [CH3:18][O:19][C:20]1[CH:21]=[CH:22][C:23]([CH3:27])=[C:24]([CH:26]=1)[NH:25][C:2]1[CH:7]=[C:6]([C:8]([F:11])([F:10])[F:9])[N:5]=[C:4]([C:12]2[CH:17]=[CH:16][CH:15]=[CH:14][N:13]=2)[N:3]=1, predict the reactants needed to synthesize it. The reactants are: Cl[C:2]1[CH:7]=[C:6]([C:8]([F:11])([F:10])[F:9])[N:5]=[C:4]([C:12]2[CH:17]=[CH:16][CH:15]=[CH:14][N:13]=2)[N:3]=1.[CH3:18][O:19][C:20]1[CH:21]=[CH:22][C:23]([CH3:27])=[C:24]([CH:26]=1)[NH2:25].